Dataset: Full USPTO retrosynthesis dataset with 1.9M reactions from patents (1976-2016). Task: Predict the reactants needed to synthesize the given product. (1) Given the product [CH:68]1([S:71]([N:74]2[CH:78]=[C:77]([C:79]3[N:84]=[C:83]([NH:85][C:2]4[N:7]=[CH:6][C:5]5[C:8]([N:14]6[CH2:18][CH2:17][O:16][C:15]6=[O:19])=[N:9][N:10]([CH:11]([CH3:13])[CH3:12])[C:4]=5[CH:3]=4)[CH:82]=[CH:81][N:80]=3)[CH:76]=[N:75]2)(=[O:72])=[O:73])[CH2:70][CH2:69]1, predict the reactants needed to synthesize it. The reactants are: Br[C:2]1[N:7]=[CH:6][C:5]2[C:8]([N:14]3[CH2:18][CH2:17][O:16][C:15]3=[O:19])=[N:9][N:10]([CH:11]([CH3:13])[CH3:12])[C:4]=2[CH:3]=1.C1(P(C2C=CC=CC=2)C2C3OC4C(=CC=CC=4P(C4C=CC=CC=4)C4C=CC=CC=4)C(C)(C)C=3C=CC=2)C=CC=CC=1.C(=O)([O-])[O-].[Cs+].[Cs+].[CH:68]1([S:71]([N:74]2[CH:78]=[C:77]([C:79]3[N:84]=[C:83]([NH2:85])[CH:82]=[CH:81][N:80]=3)[CH:76]=[N:75]2)(=[O:73])=[O:72])[CH2:70][CH2:69]1. (2) The reactants are: [N:1]1[CH:6]=[CH:5][CH:4]=[C:3]([S:7](Cl)(=[O:9])=[O:8])[CH:2]=1.[F:11][C:12]([F:33])([F:32])[C:13]1[CH:14]=[C:15]([C:19]2[N:20]=[C:21]([CH:24]3[CH2:29][CH2:28][CH:27]([CH2:30][NH2:31])[CH2:26][CH2:25]3)[NH:22][CH:23]=2)[CH:16]=[CH:17][CH:18]=1.C(N(CC)CC)C. Given the product [F:33][C:12]([F:11])([F:32])[C:13]1[CH:14]=[C:15]([C:19]2[N:20]=[C:21]([C@H:24]3[CH2:25][CH2:26][C@H:27]([CH2:30][NH:31][S:7]([C:3]4[CH:2]=[N:1][CH:6]=[CH:5][CH:4]=4)(=[O:9])=[O:8])[CH2:28][CH2:29]3)[NH:22][CH:23]=2)[CH:16]=[CH:17][CH:18]=1, predict the reactants needed to synthesize it. (3) Given the product [C:1]([O:5][C:6](=[O:25])[NH:7][C:8]1[CH:13]=[C:12]([N:14]2[CH2:15][CH2:16][O:17][CH2:18][CH2:19]2)[C:11]([C:20]([F:21])([F:22])[F:23])=[CH:10][C:9]=1[NH:24][C:29](=[O:28])[CH2:30][C:31](=[O:43])[C:32]1[CH:37]=[CH:36][CH:35]=[C:34]([N:38]2[CH:39]=[N:40][N:41]=[CH:42]2)[CH:33]=1)([CH3:4])([CH3:2])[CH3:3], predict the reactants needed to synthesize it. The reactants are: [C:1]([O:5][C:6](=[O:25])[NH:7][C:8]1[CH:13]=[C:12]([N:14]2[CH2:19][CH2:18][O:17][CH2:16][CH2:15]2)[C:11]([C:20]([F:23])([F:22])[F:21])=[CH:10][C:9]=1[NH2:24])([CH3:4])([CH3:3])[CH3:2].C([O:28][C:29](=O)[CH2:30][C:31](=[O:43])[C:32]1[CH:37]=[CH:36][CH:35]=[C:34]([N:38]2[CH:42]=[N:41][N:40]=[CH:39]2)[CH:33]=1)C. (4) Given the product [CH2:1]([CH:8]1[CH2:10][N@@:9]1[S:13]([N:12]([CH3:17])[CH3:11])(=[O:15])=[O:14])[C:2]1[CH:7]=[CH:6][CH:5]=[CH:4][CH:3]=1, predict the reactants needed to synthesize it. The reactants are: [CH2:1]([C@H:8]1[CH2:10][NH:9]1)[C:2]1[CH:7]=[CH:6][CH:5]=[CH:4][CH:3]=1.[CH3:11][N:12]([CH3:17])[S:13](Cl)(=[O:15])=[O:14].C(N(CC)C(C)C)(C)C.